This data is from Forward reaction prediction with 1.9M reactions from USPTO patents (1976-2016). The task is: Predict the product of the given reaction. (1) Given the reactants [CH3:1][CH:2]1[CH2:7][CH2:6][N:5]([C:8]([C:10]2[CH:18]=[CH:17][C:16]3[N:15]([S:19]([CH2:22][CH2:23][CH3:24])(=[O:21])=[O:20])[C:14]4[CH2:25][CH2:26][N:27](C(OC(C)(C)C)=O)[CH2:28][C:13]=4[C:12]=3[CH:11]=2)=[O:9])[CH2:4][CH2:3]1.[C:36]([OH:42])([C:38]([F:41])([F:40])[F:39])=[O:37], predict the reaction product. The product is: [OH:42][C:36]([C:38]([F:41])([F:40])[F:39])=[O:37].[CH3:1][CH:2]1[CH2:7][CH2:6][N:5]([C:8]([C:10]2[CH:18]=[CH:17][C:16]3[N:15]([S:19]([CH2:22][CH2:23][CH3:24])(=[O:20])=[O:21])[C:14]4[CH2:25][CH2:26][NH:27][CH2:28][C:13]=4[C:12]=3[CH:11]=2)=[O:9])[CH2:4][CH2:3]1.[C:36]([OH:42])([C:38]([F:41])([F:40])[F:39])=[O:37]. (2) Given the reactants Cl[C:2]1[C:7]([C:8]([F:11])([F:10])[F:9])=[CH:6][C:5]([N+:12]([O-:14])=[O:13])=[CH:4][N:3]=1.[CH3:15][N:16]([CH3:20])[CH2:17][CH2:18][OH:19].[H-].[Na+], predict the reaction product. The product is: [CH3:15][N:16]([CH3:20])[CH2:17][CH2:18][O:19][C:2]1[C:7]([C:8]([F:11])([F:10])[F:9])=[CH:6][C:5]([N+:12]([O-:14])=[O:13])=[CH:4][N:3]=1. (3) The product is: [CH3:1][S:2]([C:3]1[CH:8]=[CH:7][CH:6]=[CH:5][C:4]=1[NH:9][C:10](=[O:12])[CH3:11])=[O:18]. Given the reactants [CH3:1][S:2][C:3]1[CH:8]=[CH:7][CH:6]=[CH:5][C:4]=1[NH:9][C:10](=[O:12])[CH3:11].ClC1C=C(C=CC=1)C(OO)=[O:18].C([O-])(O)=O.[Na+], predict the reaction product. (4) Given the reactants [NH2:1][C:2]1[CH:3]=[C:4]([C:8]2[C:17]3[C:12](=[C:13]([C:18]([F:21])([F:20])[F:19])[CH:14]=[CH:15][CH:16]=3)[N:11]=[CH:10][C:9]=2[C:22]([C:24]2[CH:29]=[CH:28][CH:27]=[CH:26][CH:25]=2)=[O:23])[CH:5]=[CH:6][CH:7]=1.[CH:30]([C:32]1[CH:42]=[CH:41][C:35]([O:36][CH2:37][C:38]([OH:40])=[O:39])=[CH:34][CH:33]=1)=O, predict the reaction product. The product is: [C:22]([C:9]1[CH:10]=[N:11][C:12]2[C:17]([C:8]=1[C:4]1[CH:3]=[C:2]([NH:1][CH2:30][C:32]3[CH:42]=[CH:41][C:35]([O:36][CH2:37][C:38]([OH:40])=[O:39])=[CH:34][CH:33]=3)[CH:7]=[CH:6][CH:5]=1)=[CH:16][CH:15]=[CH:14][C:13]=2[C:18]([F:21])([F:19])[F:20])(=[O:23])[C:24]1[CH:25]=[CH:26][CH:27]=[CH:28][CH:29]=1. (5) Given the reactants [NH2:1][C:2]1[C:11]2[C:6](=[C:7](Br)[CH:8]=[CH:9][CH:10]=2)[N:5]=[N:4][C:3]=1[C:13]([NH:15][CH2:16][CH2:17][CH3:18])=[O:14].[F:19][C:20]1[CH:25]=[CH:24][CH:23]=[C:22]([O:26][CH3:27])[C:21]=1B(O)O.C(Cl)Cl.C(=O)([O-])[O-].[Na+].[Na+], predict the reaction product. The product is: [NH2:1][C:2]1[C:11]2[C:6](=[C:7]([C:21]3[C:22]([O:26][CH3:27])=[CH:23][CH:24]=[CH:25][C:20]=3[F:19])[CH:8]=[CH:9][CH:10]=2)[N:5]=[N:4][C:3]=1[C:13]([NH:15][CH2:16][CH2:17][CH3:18])=[O:14]. (6) Given the reactants Cl[CH2:2][C:3]1[N:12]=[C:11]([NH:13][C@@H:14]([CH:18]([CH3:20])[CH3:19])[C:15]([NH2:17])=[O:16])[C:10]2[C:5](=[CH:6][CH:7]=[CH:8][CH:9]=2)[N:4]=1.[CH2:21]([NH:28][CH2:29][C:30]1[CH:35]=[CH:34][CH:33]=[CH:32][CH:31]=1)[C:22]1[CH:27]=[CH:26][CH:25]=[CH:24][CH:23]=1.C(=O)([O-])[O-].[K+].[K+], predict the reaction product. The product is: [CH2:29]([N:28]([CH2:2][C:3]1[N:12]=[C:11]([NH:13][C@@H:14]([CH:18]([CH3:20])[CH3:19])[C:15]([NH2:17])=[O:16])[C:10]2[C:5](=[CH:6][CH:7]=[CH:8][CH:9]=2)[N:4]=1)[CH2:21][C:22]1[CH:27]=[CH:26][CH:25]=[CH:24][CH:23]=1)[C:30]1[CH:35]=[CH:34][CH:33]=[CH:32][CH:31]=1.